Dataset: TCR-epitope binding with 47,182 pairs between 192 epitopes and 23,139 TCRs. Task: Binary Classification. Given a T-cell receptor sequence (or CDR3 region) and an epitope sequence, predict whether binding occurs between them. (1) The epitope is KLWAQCVQL. The TCR CDR3 sequence is CASSLAQTGFYEQYF. Result: 1 (the TCR binds to the epitope). (2) The epitope is GILGFVFTL. The TCR CDR3 sequence is CALERANEQFF. Result: 1 (the TCR binds to the epitope).